This data is from Full USPTO retrosynthesis dataset with 1.9M reactions from patents (1976-2016). The task is: Predict the reactants needed to synthesize the given product. (1) Given the product [CH3:58][O:57][CH2:56][CH2:55][O:54][CH2:53][CH2:52][O:51][CH2:50][CH2:49][O:48][CH2:47][CH2:46][O:45][CH2:44][CH2:43][O:42][CH2:41][CH2:40][O:39][CH2:38][CH2:37][O:36][CH2:35][CH2:34][O:33][CH2:32][CH2:31][O:30][CH2:29][CH2:28][O:27][CH2:26][CH2:25][O:1][C:2]1[CH:3]=[C:4]([CH:9]=[C:10]([O:13][CH2:25][CH2:26][O:27][CH2:28][CH2:29][O:30][CH2:31][CH2:32][O:33][CH2:34][CH2:35][O:36][CH2:37][CH2:38][O:39][CH2:40][CH2:41][O:42][CH2:43][CH2:44][O:45][CH2:46][CH2:47][O:48][CH2:49][CH2:50][O:51][CH2:52][CH2:53][O:54][CH2:55][CH2:56][O:57][CH3:58])[C:11]=1[O:12][CH2:25][CH2:26][O:27][CH2:28][CH2:29][O:30][CH2:31][CH2:32][O:33][CH2:34][CH2:35][O:36][CH2:37][CH2:59][O:76][CH2:75][CH2:74][O:73][CH2:72][CH2:71][O:70][CH2:69][CH2:68][O:67][CH2:66][CH2:65][O:64][CH2:63][CH2:62][O:61][CH2:60][CH2:38][O:39][CH3:40])[C:5]([O:7][CH3:8])=[O:6], predict the reactants needed to synthesize it. The reactants are: [OH:1][C:2]1[CH:3]=[C:4]([CH:9]=[C:10]([OH:13])[C:11]=1[OH:12])[C:5]([O:7][CH3:8])=[O:6].CC1C=CC(S(O[CH2:25][CH2:26][O:27][CH2:28][CH2:29][O:30][CH2:31][CH2:32][O:33][CH2:34][CH2:35][O:36][CH2:37][CH2:38][O:39][CH2:40][CH2:41][O:42][CH2:43][CH2:44][O:45][CH2:46][CH2:47][O:48][CH2:49][CH2:50][O:51][CH2:52][CH2:53][O:54][CH2:55][CH2:56][O:57][CH3:58])(=O)=O)=CC=1.[CH2:59]1[O:76][CH2:75][CH2:74][O:73][CH2:72][CH2:71][O:70][CH2:69][CH2:68][O:67][CH2:66][CH2:65][O:64][CH2:63][CH2:62][O:61][CH2:60]1. (2) Given the product [CH2:1]([O:3][C:4]([N:6]1[C:15]2[C:10](=[CH:11][C:12]([O:18][CH3:19])=[C:13]([O:16][CH3:17])[CH:14]=2)[C:9](=[N+:20]=[N-:21])[CH2:8][CH:7]1[CH3:22])=[O:5])[CH3:2], predict the reactants needed to synthesize it. The reactants are: [CH2:1]([O:3][C:4]([N:6]1[C:15]2[C:10](=[CH:11][C:12]([O:18][CH3:19])=[C:13]([O:16][CH3:17])[CH:14]=2)[C:9](=[N:20][NH2:21])[CH2:8][CH:7]1[CH3:22])=[O:5])[CH3:2]. (3) The reactants are: [CH2:1]([O:8][CH:9]1[CH:14]2[NH:15]C(=O)[O:17][CH:13]2[CH2:12][CH:11]([CH2:19][O:20][CH2:21][C:22]2[CH:27]=[CH:26][CH:25]=[CH:24][CH:23]=2)[CH:10]1[O:28][CH2:29][C:30]1[CH:35]=[CH:34][CH:33]=[CH:32][CH:31]=1)[C:2]1[CH:7]=[CH:6][CH:5]=[CH:4][CH:3]=1.[OH-].[Na+]. Given the product [NH2:15][CH:14]1[CH:9]([O:8][CH2:1][C:2]2[CH:3]=[CH:4][CH:5]=[CH:6][CH:7]=2)[CH:10]([O:28][CH2:29][C:30]2[CH:31]=[CH:32][CH:33]=[CH:34][CH:35]=2)[CH:11]([CH2:19][O:20][CH2:21][C:22]2[CH:27]=[CH:26][CH:25]=[CH:24][CH:23]=2)[CH2:12][CH:13]1[OH:17], predict the reactants needed to synthesize it. (4) Given the product [C:1]([C:3]1[CH:4]=[C:5]([C:13]2[O:17][N:16]=[C:15]([C:18]3[CH:26]=[CH:25][C:24]4[N:23]5[CH2:27][CH2:28][CH:29]([CH2:30][C:31]([OH:33])=[O:32])[C:22]5=[CH:21][C:20]=4[CH:19]=3)[N:14]=2)[CH:6]=[CH:7][C:8]=1[O:9][CH:10]([CH3:12])[CH3:11])#[N:2], predict the reactants needed to synthesize it. The reactants are: [C:1]([C:3]1[CH:4]=[C:5]([C:13]2[O:17][N:16]=[C:15]([C:18]3[CH:26]=[CH:25][C:24]4[N:23]5[CH2:27][CH2:28][CH:29]([CH2:30][C:31]([O:33]C(C)(C)C)=[O:32])[C:22]5=[CH:21][C:20]=4[CH:19]=3)[N:14]=2)[CH:6]=[CH:7][C:8]=1[O:9][CH:10]([CH3:12])[CH3:11])#[N:2].C([SiH](C(C)C)C(C)C)(C)C.C(O)(C(F)(F)F)=O. (5) Given the product [C:11]([C:4]1[N:5]([CH3:10])[C:6](=[O:9])[C:7]([CH3:8])=[C:2]([Cl:1])[C:3]=1[C:16]#[N:17])(=[O:13])[CH3:12], predict the reactants needed to synthesize it. The reactants are: [Cl:1][C:2]1[C:3]([C:16]#[N:17])=[C:4]([C:11]([O:13]CC)=[CH2:12])[N:5]([CH3:10])[C:6](=[O:9])[C:7]=1[CH3:8].Cl.